From a dataset of Catalyst prediction with 721,799 reactions and 888 catalyst types from USPTO. Predict which catalyst facilitates the given reaction. Reactant: [NH:1]([C:3]1[N:8]([CH2:9][CH:10]([CH3:12])[CH3:11])[C:7](=[O:13])[N:6]([CH3:14])[C:5](=[O:15])[CH:4]=1)[NH2:2].[S:16]1[C:20]2[CH:21]=[CH:22][CH:23]=[CH:24][C:19]=2[C:18]([CH:25]=O)=[CH:17]1.[F:27][C:28]1[CH:35]=[CH:34][CH:33]=[CH:32][C:29]=1[CH:30]=O.N1CCCCC1. Product: [S:16]1[C:20]2[CH:21]=[CH:22][CH:23]=[CH:24][C:19]=2[C:18]([CH2:25][N:2]2[C:30]([C:29]3[CH:32]=[CH:33][CH:34]=[CH:35][C:28]=3[F:27])=[C:4]3[C:3]([N:8]([CH2:9][CH:10]([CH3:11])[CH3:12])[C:7](=[O:13])[N:6]([CH3:14])[C:5]3=[O:15])=[N:1]2)=[CH:17]1. The catalyst class is: 3.